This data is from Full USPTO retrosynthesis dataset with 1.9M reactions from patents (1976-2016). The task is: Predict the reactants needed to synthesize the given product. (1) Given the product [C:10]([O:2][C:1](=[O:4])[NH:8][C@@H:9]1[CH2:14][CH2:13][CH2:12][CH2:11][C@H:10]1[CH2:15][OH:16])([CH3:15])([CH3:11])[CH3:9], predict the reactants needed to synthesize it. The reactants are: [C:1](=[O:4])([O-])[O-:2].[Na+].[Na+].Cl.[NH2:8][C@@H:9]1[CH2:14][CH2:13][CH2:12][CH2:11][C@H:10]1[CH2:15][OH:16]. (2) Given the product [CH3:18][S:15]([C:12]([C:4]1[CH:5]=[C:6]2[C:11](=[C:2]([C:25]3[CH:26]=[C:21]([CH2:20][OH:19])[CH:22]=[CH:23][CH:24]=3)[CH:3]=1)[N:10]=[CH:9][CH:8]=[CH:7]2)([CH3:14])[CH3:13])(=[O:17])=[O:16], predict the reactants needed to synthesize it. The reactants are: Br[C:2]1[CH:3]=[C:4]([C:12]([S:15]([CH3:18])(=[O:17])=[O:16])([CH3:14])[CH3:13])[CH:5]=[C:6]2[C:11]=1[N:10]=[CH:9][CH:8]=[CH:7]2.[OH:19][CH2:20][C:21]1[CH:22]=[C:23](B(O)O)[CH:24]=[CH:25][CH:26]=1.C(=O)([O-])[O-].[Na+].[Na+]. (3) The reactants are: [OH:34][CH2:33][C@H:28]([NH:27][C:19]1[C:20]2[S:25][C:24](=[O:26])[NH:23][C:21]=2[N:22]=[C:17]([S:16][S:16][C:17]2[N:18]=[C:19]([NH:27][C@@H:28]([CH2:33][OH:34])[CH2:29][CH:30]([CH3:32])[CH3:31])[C:20]3[S:25][C:24](=[O:26])[NH:23][C:21]=3[N:22]=2)[N:18]=1)[CH2:29][CH:30]([CH3:32])[CH3:31].Br[CH:40]([C:42]1[CH:43]=[C:44]([C:48]([F:51])([F:50])[F:49])[CH:45]=[CH:46][CH:47]=1)[CH3:41]. Given the product [OH:34][CH2:33][C@H:28]([NH:27][C:19]1[C:20]2[S:25][C:24](=[O:26])[NH:23][C:21]=2[N:22]=[C:17]([S:16][CH:40]([C:42]2[CH:47]=[CH:46][CH:45]=[C:44]([C:48]([F:49])([F:50])[F:51])[CH:43]=2)[CH3:41])[N:18]=1)[CH2:29][CH:30]([CH3:31])[CH3:32], predict the reactants needed to synthesize it. (4) Given the product [O:4]1[C:12]2[CH:11]=[CH:10][N:9]=[C:8]([N:13]3[CH2:18][CH2:17][N:16]([CH2:19][CH2:20][C@H:21]4[CH2:26][CH2:25][C@H:24]([NH:27][C:39](=[O:40])[C:38]5[CH:37]=[CH:36][C:35]([N:32]6[CH2:31][CH2:30][N:29]([CH3:28])[CH2:34][CH2:33]6)=[CH:43][CH:42]=5)[CH2:23][CH2:22]4)[CH2:15][CH2:14]3)[C:7]=2[CH2:6][CH2:5]1, predict the reactants needed to synthesize it. The reactants are: Cl.Cl.Cl.[O:4]1[C:12]2[CH:11]=[CH:10][N:9]=[C:8]([N:13]3[CH2:18][CH2:17][N:16]([CH2:19][CH2:20][C@H:21]4[CH2:26][CH2:25][C@H:24]([NH2:27])[CH2:23][CH2:22]4)[CH2:15][CH2:14]3)[C:7]=2[CH2:6][CH2:5]1.[CH3:28][N:29]1[CH2:34][CH2:33][N:32]([C:35]2[CH:43]=[CH:42][C:38]([C:39](O)=[O:40])=[CH:37][CH:36]=2)[CH2:31][CH2:30]1. (5) Given the product [CH2:1]([O:3][C:4]1[CH:9]=[C:8]([O:10][CH2:11][CH2:12][CH2:13][C:14]2[C:15]([O:29][CH:37]([CH3:38])[CH3:36])=[N:16][N:17]([C:19]3[CH:24]=[CH:23][C:22]([C:25]([F:27])([F:26])[F:28])=[CH:21][N:20]=3)[CH:18]=2)[CH:7]=[CH:6][C:5]=1[CH2:30][CH2:31][C:32]([OH:34])=[O:33])[CH3:2], predict the reactants needed to synthesize it. The reactants are: [CH2:1]([O:3][C:4]1[CH:9]=[C:8]([O:10][CH2:11][CH2:12][CH2:13][C:14]2[C:15]([OH:29])=[N:16][N:17]([C:19]3[CH:24]=[CH:23][C:22]([C:25]([F:28])([F:27])[F:26])=[CH:21][N:20]=3)[CH:18]=2)[CH:7]=[CH:6][C:5]=1[CH2:30][CH2:31][C:32]([O:34]C)=[O:33])[CH3:2].[CH3:36][CH:37](O)[CH3:38].C1(P(C2C=CC=CC=2)C2C=CC=CC=2)C=CC=CC=1.N(C(OC(C)C)=O)=NC(OC(C)C)=O. (6) Given the product [Cl:31][C:28]1[CH:29]=[CH:30][C:25]([CH:12]([C:13]2[C:21]3[C:16](=[C:17]([CH2:22][S:23][CH3:24])[CH:18]=[CH:19][CH:20]=3)[NH:15][CH:14]=2)[CH2:11][CH2:10][CH2:9][C:1]#[N:2])=[CH:26][CH:27]=1, predict the reactants needed to synthesize it. The reactants are: [C-:1]#[N:2].[K+].CS(O[CH2:9][CH2:10][CH2:11][CH:12]([C:25]1[CH:30]=[CH:29][C:28]([Cl:31])=[CH:27][CH:26]=1)[C:13]1[C:21]2[C:16](=[C:17]([CH2:22][S:23][CH3:24])[CH:18]=[CH:19][CH:20]=2)[NH:15][CH:14]=1)(=O)=O.